This data is from Full USPTO retrosynthesis dataset with 1.9M reactions from patents (1976-2016). The task is: Predict the reactants needed to synthesize the given product. (1) The reactants are: C[O:2][C:3](=[O:23])[C@H:4]([NH:12][C:13](=[O:22])[CH2:14][CH2:15][C:16]1[CH:21]=[CH:20][CH:19]=[CH:18][CH:17]=1)[CH2:5][C:6]1[CH:11]=[CH:10][CH:9]=[CH:8][CH:7]=1.O.[OH-].[Li+].O. Given the product [C:6]1([CH2:5][C@@H:4]([NH:12][C:13](=[O:22])[CH2:14][CH2:15][C:16]2[CH:17]=[CH:18][CH:19]=[CH:20][CH:21]=2)[C:3]([OH:23])=[O:2])[CH:7]=[CH:8][CH:9]=[CH:10][CH:11]=1, predict the reactants needed to synthesize it. (2) Given the product [C:13]1([C:9]2[CH:10]=[CH:11][CH:12]=[C:7]([C:1]3[CH:6]=[CH:5][CH:4]=[CH:3][CH:2]=3)[C:8]=2[O:19][P:26]2[O:30][C:29]([C:37]3[CH:42]=[CH:41][CH:40]=[CH:39][CH:38]=3)([C:31]3[CH:32]=[CH:33][CH:34]=[CH:35][CH:36]=3)[C:28]([C:43]3[CH:44]=[CH:45][CH:46]=[CH:47][CH:48]=3)([C:49]3[CH:50]=[CH:51][CH:52]=[CH:53][CH:54]=3)[O:27]2)[CH:14]=[CH:15][CH:16]=[CH:17][CH:18]=1, predict the reactants needed to synthesize it. The reactants are: [C:1]1([C:7]2[CH:12]=[CH:11][CH:10]=[C:9]([C:13]3[CH:18]=[CH:17][CH:16]=[CH:15][CH:14]=3)[C:8]=2[OH:19])[CH:6]=[CH:5][CH:4]=[CH:3][CH:2]=1.C([Li])CCC.Cl[P:26]1[O:30][C:29]([C:37]2[CH:42]=[CH:41][CH:40]=[CH:39][CH:38]=2)([C:31]2[CH:36]=[CH:35][CH:34]=[CH:33][CH:32]=2)[C:28]([C:49]2[CH:54]=[CH:53][CH:52]=[CH:51][CH:50]=2)([C:43]2[CH:48]=[CH:47][CH:46]=[CH:45][CH:44]=2)[O:27]1.C1(C)C=CC=CC=1.